From a dataset of Catalyst prediction with 721,799 reactions and 888 catalyst types from USPTO. Predict which catalyst facilitates the given reaction. (1) Reactant: [CH3:1][C:2]([S:5]([NH:8][CH:9]1[CH:17]([NH:18][C@@H:19]([C:21]2[CH:26]=[CH:25][CH:24]=[CH:23][CH:22]=2)[CH3:20])[CH2:16][C:11]2([O:15][CH2:14][CH2:13][O:12]2)[CH2:10]1)(=[O:7])=[O:6])([CH3:4])[CH3:3].C(=O)([O-])[O-].[Na+].[Na+].Cl[C:34]([O:36][CH2:37][C:38]1[CH:43]=[CH:42][CH:41]=[CH:40][CH:39]=1)=[O:35]. Product: [CH3:1][C:2]([S:5]([NH:8][CH:9]1[CH2:10][C:11]2([O:15][CH2:14][CH2:13][O:12]2)[CH2:16][CH:17]1[N:18]([C@@H:19]([C:21]1[CH:26]=[CH:25][CH:24]=[CH:23][CH:22]=1)[CH3:20])[C:34](=[O:35])[O:36][CH2:37][C:38]1[CH:43]=[CH:42][CH:41]=[CH:40][CH:39]=1)(=[O:6])=[O:7])([CH3:3])[CH3:4]. The catalyst class is: 38. (2) Product: [NH2:51][C:32](=[O:34])[C@@H:23]([NH:24][C:25](=[O:26])[O:27][C:28]([CH3:29])([CH3:30])[CH3:31])[CH2:22][S:21][C:16]1[CH:15]=[N:14][C:13]([N:12]([S:9]([C:3]2[CH:4]=[CH:5][CH:6]=[C:7]([Cl:8])[C:2]=2[Cl:1])(=[O:11])=[O:10])[CH2:35][O:36][CH2:37][CH2:38][Si:39]([CH3:42])([CH3:40])[CH3:41])=[C:18]([O:19][CH3:20])[N:17]=1. Reactant: [Cl:1][C:2]1[C:7]([Cl:8])=[CH:6][CH:5]=[CH:4][C:3]=1[S:9]([N:12]([CH2:35][O:36][CH2:37][CH2:38][Si:39]([CH3:42])([CH3:41])[CH3:40])[C:13]1[N:14]=[CH:15][C:16]([S:21][CH2:22][C@@H:23]([C:32]([OH:34])=O)[NH:24][C:25]([O:27][C:28]([CH3:31])([CH3:30])[CH3:29])=[O:26])=[N:17][C:18]=1[O:19][CH3:20])(=[O:11])=[O:10].ClC(OCC(C)C)=O.[NH3:51].[Cl-].[NH4+]. The catalyst class is: 7. (3) Reactant: CC([O-])(C)C.[K+].[CH2:7]([C:23]1[C:28](=[O:29])[C:27]([N+:30]([O-:32])=[O:31])=[C:26]([CH3:33])[NH:25][C:24]=1[CH3:34])[CH2:8][CH2:9][CH2:10][CH2:11][CH2:12][CH2:13][CH2:14][CH2:15][CH2:16][CH2:17][CH2:18][CH2:19][CH2:20][CH2:21][CH3:22].[CH3:35][C:36]([O:39][C:40](O[C:40]([O:39][C:36]([CH3:38])([CH3:37])[CH3:35])=[O:41])=[O:41])([CH3:38])[CH3:37]. Product: [C:40](=[O:41])([O:29][C:28]1[C:27]([N+:30]([O-:32])=[O:31])=[C:26]([CH3:33])[N:25]=[C:24]([CH3:34])[C:23]=1[CH2:7][CH2:8][CH2:9][CH2:10][CH2:11][CH2:12][CH2:13][CH2:14][CH2:15][CH2:16][CH2:17][CH2:18][CH2:19][CH2:20][CH2:21][CH3:22])[O:39][C:36]([CH3:38])([CH3:37])[CH3:35]. The catalyst class is: 1.